From a dataset of Reaction yield outcomes from USPTO patents with 853,638 reactions. Predict the reaction yield, written as a fraction of the theoretical maximum amount of product (1.0 means a 100% yield; for example, 0.34 means a 34% yield). The reactants are [OH:1][C:2]1[CH:7]=[CH:6][CH:5]=[CH:4][C:3]=1[C:8]1[N:12]=[C:11]([C:13]2[CH:18]=[CH:17][CH:16]=[CH:15][C:14]=2[OH:19])[N:10]([C:20]2[CH:28]=[CH:27][C:23]([C:24]([OH:26])=[O:25])=[CH:22][CH:21]=2)[N:9]=1.[OH-].[Na+].[Cl-].[Zn+2:32].[Cl-]. The catalyst is O. The product is [CH:5]1[CH:6]=[CH:7][C:2]([OH:1])=[C:3]([C:8]2[N:12]=[C:11]([C:13]3[CH:18]=[CH:17][CH:16]=[CH:15][C:14]=3[OH:19])[N:10]([C:20]3[CH:28]=[CH:27][C:23]([C:24]([OH:26])=[O:25])=[CH:22][CH:21]=3)[N:9]=2)[CH:4]=1.[Zn:32]. The yield is 0.999.